From a dataset of Reaction yield outcomes from USPTO patents with 853,638 reactions. Predict the reaction yield, written as a fraction of the theoretical maximum amount of product (1.0 means a 100% yield; for example, 0.34 means a 34% yield). (1) The product is [C:25]([NH:29][C:3]([C:5]1[NH:6][N:7]=[C:8]([O:10][CH2:11][C:12]2[C:13]([C:18]3[CH:23]=[CH:22][C:21]([F:24])=[CH:20][N:19]=3)=[N:14][O:15][C:16]=2[CH3:17])[CH:9]=1)=[O:4])([CH3:28])([CH3:27])[CH3:26]. The reactants are CO[C:3]([C:5]1[NH:6][N:7]=[C:8]([O:10][CH2:11][C:12]2[C:13]([C:18]3[CH:23]=[CH:22][C:21]([F:24])=[CH:20][N:19]=3)=[N:14][O:15][C:16]=2[CH3:17])[CH:9]=1)=[O:4].[C:25]([NH2:29])([CH3:28])([CH3:27])[CH3:26]. The yield is 0.220. No catalyst specified. (2) The reactants are [CH:1]1([C:6]#[CH:7])[CH2:5][CH2:4][CH2:3][CH2:2]1.O1CCCC1.C([Li])CCC.CCCCCC.Cl[C:25]([O:27][CH3:28])=[O:26]. No catalyst specified. The product is [CH:1]1([C:6]#[C:7][C:25]([O:27][CH3:28])=[O:26])[CH2:5][CH2:4][CH2:3][CH2:2]1. The yield is 0.960. (3) The reactants are C(NCC)C.CC(O)(C)C.Br[CH2:12][C:13]([C:15]1[CH:20]=[CH:19][C:18]([Br:21])=[CH:17][CH:16]=1)=[O:14].[Br:22][C:23]1[CH:28]=[CH:27][C:26]([C:29](=[O:31])[CH3:30])=[CH:25][CH:24]=1. The catalyst is C1C=CC=CC=1.[Cl-].[Zn+2].[Cl-]. The product is [Br:21][C:18]1[CH:19]=[CH:20][C:15]([C:13](=[O:14])[CH2:12][CH2:30][C:29]([C:26]2[CH:27]=[CH:28][C:23]([Br:22])=[CH:24][CH:25]=2)=[O:31])=[CH:16][CH:17]=1. The yield is 0.391. (4) The reactants are [NH2:1][C:2]1[N:3]=[C:4]([CH3:24])[C:5]2[CH:11]=[C:10](Br)[C:9](=[O:13])[N:8]([C@H:14]3[CH2:19][CH2:18][C@@H:17]([O:20][CH2:21][CH2:22][OH:23])[CH2:16][CH2:15]3)[C:6]=2[N:7]=1.C(=O)([O-])[O-].[K+].[K+].[CH3:31][O:32][C:33]1[CH:38]=[CH:37][C:36](B(O)O)=[CH:35][N:34]=1. The catalyst is [Pd](Cl)Cl. The product is [NH2:1][C:2]1[N:3]=[C:4]([CH3:24])[C:5]2[CH:11]=[C:10]([C:36]3[CH:35]=[N:34][C:33]([O:32][CH3:31])=[CH:38][CH:37]=3)[C:9](=[O:13])[N:8]([C@H:14]3[CH2:19][CH2:18][C@@H:17]([O:20][CH2:21][CH2:22][OH:23])[CH2:16][CH2:15]3)[C:6]=2[N:7]=1. The yield is 0.930.